This data is from Forward reaction prediction with 1.9M reactions from USPTO patents (1976-2016). The task is: Predict the product of the given reaction. (1) Given the reactants Cl[C:2]1[N:3]=[C:4]([NH:27][CH:28]2[CH2:30][CH2:29]2)[C:5]2[C:10]([C:11]3[CH:16]=[CH:15][N:14]=[CH:13][CH:12]=3)=[CH:9][N:8](S(C3C=CC(C)=CC=3)(=O)=O)[C:6]=2[N:7]=1.[NH2:31][C:32]1[CH:40]=[C:39]2[C:35]([CH:36]=[N:37][NH:38]2)=[CH:34][CH:33]=1.C[Si](Cl)(C)C, predict the reaction product. The product is: [CH:28]1([NH:27][C:4]2[C:5]3[C:10]([C:11]4[CH:12]=[CH:13][N:14]=[CH:15][CH:16]=4)=[CH:9][NH:8][C:6]=3[N:7]=[C:2]([NH:31][C:32]3[CH:40]=[C:39]4[C:35]([CH:36]=[N:37][NH:38]4)=[CH:34][CH:33]=3)[N:3]=2)[CH2:29][CH2:30]1. (2) Given the reactants [NH2:1][N:2]1[CH:6]=[CH:5][CH:4]=[C:3]1[C:7]([NH:9][C@H:10]([C:12]1[CH:17]=[CH:16][CH:15]=[CH:14][CH:13]=1)[CH3:11])=[O:8].[C:18]([O:22][C:23]([NH:25][C@@H:26]([CH3:30])[C:27](O)=[O:28])=[O:24])([CH3:21])([CH3:20])[CH3:19], predict the reaction product. The product is: [O:28]=[C:27]([NH:1][N:2]1[CH:6]=[CH:5][CH:4]=[C:3]1[C:7](=[O:8])[NH:9][C@H:10]([C:12]1[CH:17]=[CH:16][CH:15]=[CH:14][CH:13]=1)[CH3:11])[C@@H:26]([NH:25][C:23](=[O:24])[O:22][C:18]([CH3:21])([CH3:20])[CH3:19])[CH3:30].